From a dataset of Full USPTO retrosynthesis dataset with 1.9M reactions from patents (1976-2016). Predict the reactants needed to synthesize the given product. Given the product [CH3:2][O:3][C:4]([C@@H:6]1[CH2:10][C@H:9]([OH:11])[CH2:8][N:7]1[C:13]1[CH:18]=[CH:17][CH:16]=[CH:15][C:14]=1[N+:19]([O-:21])=[O:20])=[O:5], predict the reactants needed to synthesize it. The reactants are: Cl.[CH3:2][O:3][C:4]([CH:6]1[CH2:10][CH:9]([OH:11])[CH2:8][NH:7]1)=[O:5].Cl[C:13]1[CH:18]=[CH:17][CH:16]=[CH:15][C:14]=1[N+:19]([O-:21])=[O:20].Cl.